This data is from Peptide-MHC class I binding affinity with 185,985 pairs from IEDB/IMGT. The task is: Regression. Given a peptide amino acid sequence and an MHC pseudo amino acid sequence, predict their binding affinity value. This is MHC class I binding data. (1) The peptide sequence is LMHNQDGLI. The MHC is HLA-B15:01 with pseudo-sequence HLA-B15:01. The binding affinity (normalized) is 0. (2) The peptide sequence is TRAVGKPLL. The binding affinity (normalized) is 0.0847. The MHC is HLA-B48:01 with pseudo-sequence HLA-B48:01. (3) The peptide sequence is LPDGQVIWV. The MHC is HLA-B51:01 with pseudo-sequence HLA-B51:01. The binding affinity (normalized) is 0.674. (4) The peptide sequence is RIRFVQNAL. The MHC is HLA-B07:02 with pseudo-sequence HLA-B07:02. The binding affinity (normalized) is 0.723. (5) The peptide sequence is VEIFKHLVF. The MHC is HLA-B08:01 with pseudo-sequence HLA-B08:01. The binding affinity (normalized) is 0.0847.